This data is from Full USPTO retrosynthesis dataset with 1.9M reactions from patents (1976-2016). The task is: Predict the reactants needed to synthesize the given product. (1) Given the product [C:28]([CH2:30][C:31]1([N:44]2[CH:48]=[C:47]([C:49]3[C:50]4[CH:57]=[CH:56][NH:55][C:51]=4[N:52]=[CH:53][N:54]=3)[CH:46]=[N:45]2)[CH2:32][N:33]([C:35]2[CH:36]=[CH:37][C:38]([C:41]([NH:72][CH:70]3[CH2:71][C:68]([F:73])([F:67])[CH2:69]3)=[O:43])=[N:39][CH:40]=2)[CH2:34]1)#[N:29], predict the reactants needed to synthesize it. The reactants are: F[P-](F)(F)(F)(F)F.N1(O[P+](N(C)C)(N(C)C)N(C)C)C2C=CC=CC=2N=N1.[C:28]([CH2:30][C:31]1([N:44]2[CH:48]=[C:47]([C:49]3[C:50]4[CH:57]=[CH:56][N:55](COCC[Si](C)(C)C)[C:51]=4[N:52]=[CH:53][N:54]=3)[CH:46]=[N:45]2)[CH2:34][N:33]([C:35]2[CH:36]=[CH:37][C:38]([C:41]([OH:43])=O)=[N:39][CH:40]=2)[CH2:32]1)#[N:29].Cl.[F:67][C:68]1([F:73])[CH2:71][CH:70]([NH2:72])[CH2:69]1.C(N(CC)C(C)C)(C)C.C([O-])(O)=O.[Na+].C(N)CN. (2) Given the product [F:19][C:18]([F:21])([F:20])[C:15]1[CH:16]=[CH:17][C:12]([O:11][C:8]2[CH:9]=[CH:10][C:5]([O:4][C:2]([N:32]3[CH2:31][CH2:30][N:29]([C:27]4[CH:28]=[C:23]([Cl:22])[CH:24]=[CH:25][C:26]=4[CH3:35])[CH2:34][CH2:33]3)=[O:3])=[CH:6][CH:7]=2)=[N:13][CH:14]=1, predict the reactants needed to synthesize it. The reactants are: Cl[C:2]([O:4][C:5]1[CH:10]=[CH:9][C:8]([O:11][C:12]2[CH:17]=[CH:16][C:15]([C:18]([F:21])([F:20])[F:19])=[CH:14][N:13]=2)=[CH:7][CH:6]=1)=[O:3].[Cl:22][C:23]1[CH:24]=[CH:25][C:26]([CH3:35])=[C:27]([N:29]2[CH2:34][CH2:33][NH:32][CH2:31][CH2:30]2)[CH:28]=1.[K+].[Br-]. (3) Given the product [Cl:30][C:31]1[CH:32]=[C:33]2[C:38](=[CH:39][CH:40]=1)[CH:37]=[C:36]([S:41]([CH2:44][C@@H:45]([OH:49])[C:46]([N:14]1[CH2:13][CH2:12][CH:11]([N:7]3[CH2:6][CH2:5][CH:4]([OH:17])[NH:10][C:8]3=[O:9])[CH2:16][CH2:15]1)=[O:47])(=[O:42])=[O:43])[CH:35]=[CH:34]2, predict the reactants needed to synthesize it. The reactants are: C(O[CH:4]([O:17]CC)[CH2:5][CH2:6][N:7]([CH:11]1[CH2:16][CH2:15][NH:14][CH2:13][CH2:12]1)[C:8]([NH2:10])=[O:9])C.C1C=CC2N(O)N=NC=2C=1.[Cl:30][C:31]1[CH:32]=[C:33]2[C:38](=[CH:39][CH:40]=1)[CH:37]=[C:36]([S:41]([CH2:44][C@@H:45]([OH:49])[C:46](O)=[O:47])(=[O:43])=[O:42])[CH:35]=[CH:34]2.CCN=C=NCCCN(C)C. (4) Given the product [Br:1][C:2]1[C:7]([CH3:8])=[N:6][CH:5]=[C:4]([F:12])[C:3]=1[CH3:10], predict the reactants needed to synthesize it. The reactants are: [Br:1][C:2]1[C:3]([CH3:10])=[C:4](N)[CH:5]=[N:6][C:7]=1[CH3:8].[B-](F)(F)(F)[F:12].N#[O+].F[B-](F)(F)F.C([N+]1C=CN(C)C=1)CCC. (5) Given the product [CH2:47]([O:7][C:8]1[CH:9]=[C:10](/[C:14](/[CH2:44][CH3:45])=[C:15](\[C:31]2[CH:32]=[CH:33][C:34](/[CH:37]=[CH:38]/[C:39]([O:41][CH2:42][CH3:43])=[O:40])=[CH:35][CH:36]=2)/[C:16]2[CH:17]=[C:18]3[C:22](=[CH:23][CH:24]=2)[N:21]([CH:25]2[CH2:30][CH2:29][CH2:28][CH2:27][O:26]2)[N:20]=[CH:19]3)[CH:11]=[CH:12][CH:13]=1)[CH2:48][CH2:49][CH3:50], predict the reactants needed to synthesize it. The reactants are: C(=O)([O-])[O-].[K+].[K+].[OH:7][C:8]1[CH:9]=[C:10](/[C:14](/[CH2:44][CH3:45])=[C:15](\[C:31]2[CH:36]=[CH:35][C:34](/[CH:37]=[CH:38]/[C:39]([O:41][CH2:42][CH3:43])=[O:40])=[CH:33][CH:32]=2)/[C:16]2[CH:17]=[C:18]3[C:22](=[CH:23][CH:24]=2)[N:21]([CH:25]2[CH2:30][CH2:29][CH2:28][CH2:27][O:26]2)[N:20]=[CH:19]3)[CH:11]=[CH:12][CH:13]=1.I[CH2:47][CH2:48][CH2:49][CH3:50].